This data is from Catalyst prediction with 721,799 reactions and 888 catalyst types from USPTO. The task is: Predict which catalyst facilitates the given reaction. (1) Reactant: [F:1][C@@H:2]1[CH2:6][N:5]([C:7]([O:9][C:10]([CH3:13])([CH3:12])[CH3:11])=[O:8])[C@H:4]([C:14](OC)=[O:15])[CH2:3]1.[BH4-].[Li+].C(O)(=O)C. Product: [F:1][C@@H:2]1[CH2:6][N:5]([C:7]([O:9][C:10]([CH3:11])([CH3:12])[CH3:13])=[O:8])[C@H:4]([CH2:14][OH:15])[CH2:3]1. The catalyst class is: 1. (2) Reactant: [NH2:1][C:2]1[C:3]([O:13][CH3:14])=[N:4][C:5]2[C:10]([N:11]=1)=[CH:9][C:8]([Cl:12])=[CH:7][CH:6]=2.Cl[C:16]([O:18][CH2:19][CH3:20])=[O:17].N1C=CC=CC=1. Product: [Cl:12][C:8]1[CH:9]=[C:10]2[C:5](=[CH:6][CH:7]=1)[N:4]=[C:3]([O:13][CH3:14])[C:2]([NH:1][C:16](=[O:17])[O:18][CH2:19][CH3:20])=[N:11]2. The catalyst class is: 4. (3) Reactant: [C:1]([O:5][C:6](=[O:17])[NH:7][C:8]1([C:11](=[O:16])N(OC)C)[CH2:10][CH2:9]1)([CH3:4])([CH3:3])[CH3:2].[Li+].C[Si]([C:23]#[C-:24])(C)C. Product: [C:1]([O:5][C:6](=[O:17])[NH:7][C:8]1([C:11](=[O:16])[C:23]#[CH:24])[CH2:9][CH2:10]1)([CH3:2])([CH3:3])[CH3:4]. The catalyst class is: 598. (4) Reactant: C1([N:7]=[N:8][NH:9][C:10]2[CH:15]=[C:14]([O:16][CH2:17][CH2:18][CH2:19][CH3:20])[C:13]([O:21][CH3:22])=[CH:12][C:11]=2[C:23]#[N:24])C=CC=CC=1. Product: [CH3:22][O:21][C:13]1[C:14]([O:16][CH2:17][CH2:18][CH2:19][CH3:20])=[CH:15][C:10]2[N:9]=[N:8][N:7]=[C:23]([NH:24][C:10]3[CH:15]=[CH:14][CH:13]=[CH:12][CH:11]=3)[C:11]=2[CH:12]=1. The catalyst class is: 8.